Predict the product of the given reaction. From a dataset of Forward reaction prediction with 1.9M reactions from USPTO patents (1976-2016). (1) Given the reactants [CH2:1]([O:3][C:4]1[CH:5]=[C:6]([C@@H:12]2[C@H:17]([NH:18][C:19](=O)[C:20]3[CH:34]=[CH:33][C:23]([C:24]([N:26]([CH:30]([CH3:32])[CH3:31])[CH:27]([CH3:29])[CH3:28])=[O:25])=[CH:22][CH:21]=3)[CH2:16][CH2:15][O:14][CH2:13]2)[CH:7]=[CH:8][C:9]=1[O:10][CH3:11])[CH3:2].O=P(Cl)(Cl)Cl, predict the reaction product. The product is: [CH2:1]([O:3][C:4]1[CH:5]=[C:6]2[C:7](=[CH:8][C:9]=1[O:10][CH3:11])[C:19]([C:20]1[CH:34]=[CH:33][C:23]([C:24]([N:26]([CH:30]([CH3:32])[CH3:31])[CH:27]([CH3:29])[CH3:28])=[O:25])=[CH:22][CH:21]=1)=[N:18][C@H:17]1[C@@H:12]2[CH2:13][O:14][CH2:15][CH2:16]1)[CH3:2]. (2) Given the reactants [NH2:1][CH2:2][C:3]1[CH:8]=[CH:7][C:6]([CH2:9][N:10]2[CH2:15][CH2:14][N:13]([C:16]3[N:21]=[CH:20][CH:19]=[CH:18][N:17]=3)[CH2:12][CH2:11]2)=[CH:5][CH:4]=1.[C:22](Cl)(=[O:25])[CH2:23][CH3:24].C(N(CC)CC)C, predict the reaction product. The product is: [N:21]1[CH:20]=[CH:19][CH:18]=[N:17][C:16]=1[N:13]1[CH2:12][CH2:11][N:10]([CH2:9][C:6]2[CH:7]=[CH:8][C:3]([CH2:2][NH:1][C:22](=[O:25])[CH2:23][CH3:24])=[CH:4][CH:5]=2)[CH2:15][CH2:14]1. (3) Given the reactants [Cl:1][C:2]1[C:7]([O:8][CH3:9])=[CH:6][C:5]([O:10][CH3:11])=[C:4]([Cl:12])[C:3]=1[C:13]1[C:24](=[O:25])[N:23]([CH2:26][CH2:27][C:28]2[CH:33]=[CH:32][C:31]([NH:34]C(=O)OC(C)(C)C)=[CH:30][CH:29]=2)[C:16]2[N:17]=[C:18]([NH:21][CH3:22])[N:19]=[CH:20][C:15]=2[CH:14]=1.C(=O)(O)[O-].[Na+], predict the reaction product. The product is: [NH2:34][C:31]1[CH:30]=[CH:29][C:28]([CH2:27][CH2:26][N:23]2[C:16]3[N:17]=[C:18]([NH:21][CH3:22])[N:19]=[CH:20][C:15]=3[CH:14]=[C:13]([C:3]3[C:4]([Cl:12])=[C:5]([O:10][CH3:11])[CH:6]=[C:7]([O:8][CH3:9])[C:2]=3[Cl:1])[C:24]2=[O:25])=[CH:33][CH:32]=1. (4) Given the reactants [NH2:1][C:2]1[CH:3]=[CH:4][C:5]2[N:10]([CH3:11])[C:9](=[O:12])[O:8][C:7]([CH2:15][CH3:16])([CH2:13][CH3:14])[C:6]=2[CH:17]=1.[Cl:18][C:19]1[CH:20]=[C:21](B(O)O)[CH:22]=[C:23]([Cl:25])[CH:24]=1, predict the reaction product. The product is: [Cl:18][C:19]1[CH:20]=[C:21]([NH:1][C:2]2[CH:3]=[CH:4][C:5]3[N:10]([CH3:11])[C:9](=[O:12])[O:8][C:7]([CH2:15][CH3:16])([CH2:13][CH3:14])[C:6]=3[CH:17]=2)[CH:22]=[C:23]([Cl:25])[CH:24]=1. (5) Given the reactants [F:1][C:2]([F:24])([F:23])[O:3][C:4]1[CH:5]=[C:6]([CH:10]([C:12]2[CH:17]=[CH:16][CH:15]=[C:14]([O:18][C:19]([F:22])([F:21])[F:20])[CH:13]=2)[NH2:11])[CH:7]=[CH:8][CH:9]=1.[N:25]([C:28]1[CH:33]=[CH:32][CH:31]=[C:30]([C:34]([F:37])([F:36])[F:35])[CH:29]=1)=[C:26]=[S:27], predict the reaction product. The product is: [C:6]1([CH2:10][C:10]([NH:11][C:26]([NH:25][C:28]2[CH:33]=[CH:32][CH:31]=[C:30]([C:34]([F:35])([F:37])[F:36])[CH:29]=2)=[S:27])([C:12]2[CH:17]=[CH:16][CH:15]=[C:14]([O:18][C:19]([F:22])([F:20])[F:21])[CH:13]=2)[C:6]2[CH:7]=[CH:8][CH:9]=[C:4]([O:3][C:2]([F:23])([F:24])[F:1])[CH:5]=2)[CH:7]=[CH:8][CH:9]=[CH:4][CH:5]=1. (6) Given the reactants [C:1]([OH:8])(=[O:7])[CH2:2][CH2:3][CH2:4][C:5]#[CH:6].C1O[C:13]([OH:17])([CH2:15]O)[CH2:12][O:11][C:10]1([OH:20])[CH2:18]O.[CH2:21]1[CH2:26]CC(N=C=N[CH:21]2[CH2:26]CC[CH2:23][CH2:22]2)[CH2:23][CH2:22]1, predict the reaction product. The product is: [C:1]([O:8][CH2:15][C:13](=[O:17])[CH2:12][O:11][C:10](=[O:20])[CH2:18][CH2:23][CH2:22][C:21]#[CH:26])(=[O:7])[CH2:2][CH2:3][CH2:4][C:5]#[CH:6]. (7) Given the reactants Cl[C:2]1[N:7]=[C:6]([NH:8][C@H:9]([CH2:13][CH3:14])[C:10]([NH2:12])=[O:11])[C:5]([F:15])=[CH:4][C:3]=1[C:16]#[N:17].[NH2:18][C:19]1[CH:20]=[N:21][C:22]2[C:27]([CH:28]=1)=[CH:26][CH:25]=[CH:24][CH:23]=2.C1C=CC(P(C2C(C3C(P(C4C=CC=CC=4)C4C=CC=CC=4)=CC=C4C=3C=CC=C4)=C3C(C=CC=C3)=CC=2)C2C=CC=CC=2)=CC=1.C(=O)([O-])[O-].[Cs+].[Cs+], predict the reaction product. The product is: [C:16]([C:3]1[CH:4]=[C:5]([F:15])[C:6]([NH:8][C@H:9]([CH2:13][CH3:14])[C:10]([NH2:12])=[O:11])=[N:7][C:2]=1[NH:18][C:19]1[CH:20]=[N:21][C:22]2[C:27]([CH:28]=1)=[CH:26][CH:25]=[CH:24][CH:23]=2)#[N:17]. (8) Given the reactants [O:1]=[C:2]1[N:6]2[CH2:7][CH2:8][N:9]([C:11]([C:13]3[CH:20]=[CH:19][C:16]([CH:17]=O)=[CH:15][CH:14]=3)=[O:12])[CH2:10][CH:5]2[C:4]([C:27]2[CH:32]=[CH:31][CH:30]=[CH:29][CH:28]=2)([C:21]2[CH:26]=[CH:25][CH:24]=[CH:23][CH:22]=2)[O:3]1.[NH:33]1[CH2:38][CH:37]=[CH:36][CH2:35][CH2:34]1.C(O[BH-](OC(=O)C)OC(=O)C)(=O)C.[Na+], predict the reaction product. The product is: [N:33]1([CH2:17][C:16]2[CH:19]=[CH:20][C:13]([C:11]([N:9]3[CH2:8][CH2:7][N:6]4[C:2](=[O:1])[O:3][C:4]([C:27]5[CH:28]=[CH:29][CH:30]=[CH:31][CH:32]=5)([C:21]5[CH:22]=[CH:23][CH:24]=[CH:25][CH:26]=5)[CH:5]4[CH2:10]3)=[O:12])=[CH:14][CH:15]=2)[CH2:34][CH:35]=[CH:36][CH2:37][CH2:38]1. (9) Given the reactants [H-].[Na+].[C:3]([CH2:5][C:6]([NH:8][C:9]1[CH:14]=[CH:13][CH:12]=[CH:11][CH:10]=1)=[O:7])#[N:4].[CH3:15][N:16]1[C:21]2[CH:22]=[CH:23][CH:24]=[CH:25][C:20]=2[C:19](=O)[O:18]C1=O.Cl.C(=O)([O-])O.[K+], predict the reaction product. The product is: [NH2:4][C:3]1[N:16]([CH3:15])[C:21]2[C:20]([C:19](=[O:18])[C:5]=1[C:6]([NH:8][C:9]1[CH:14]=[CH:13][CH:12]=[CH:11][CH:10]=1)=[O:7])=[CH:25][CH:24]=[CH:23][CH:22]=2. (10) Given the reactants CS(C)=O.C(N(CC)CC)C.[Br:12][C:13]1[CH:18]=[CH:17][CH:16]=[CH:15][C:14]=1[CH2:19][C:20]([CH3:31])([CH3:30])[CH2:21][C:22]([C:26]([F:29])([F:28])[F:27])([OH:25])[CH2:23][OH:24].[Cl-].[NH4+], predict the reaction product. The product is: [Br:12][C:13]1[CH:18]=[CH:17][CH:16]=[CH:15][C:14]=1[CH2:19][C:20]([CH3:31])([CH3:30])[CH2:21][C:22]([OH:25])([C:26]([F:28])([F:29])[F:27])[CH:23]=[O:24].